This data is from Full USPTO retrosynthesis dataset with 1.9M reactions from patents (1976-2016). The task is: Predict the reactants needed to synthesize the given product. (1) The reactants are: [CH2:1]([O:3][C:4](=[O:33])[CH2:5][CH2:6][CH2:7][CH2:8][C:9]1[C:14]([CH2:15][O:16][CH2:17][C:18](O)=[O:19])=[N:13][N:12]2[C:21]([CH2:24][CH3:25])=[CH:22][CH:23]=[C:11]2[C:10]=1[C:26]1[CH:27]=[N:28][CH:29]=[C:30]([CH3:32])[CH:31]=1)[CH3:2].Cl.C(N=C=NCCCN(C)C)C.[NH:46]1[CH2:51][CH2:50][O:49][CH2:48][CH2:47]1. Given the product [CH2:24]([C:21]1[N:12]2[N:13]=[C:14]([CH2:15][O:16][CH2:17][C:18]([N:46]3[CH2:51][CH2:50][O:49][CH2:48][CH2:47]3)=[O:19])[C:9]([CH2:8][CH2:7][CH2:6][CH2:5][C:4]([O:3][CH2:1][CH3:2])=[O:33])=[C:10]([C:26]3[CH:27]=[N:28][CH:29]=[C:30]([CH3:32])[CH:31]=3)[C:11]2=[CH:23][CH:22]=1)[CH3:25], predict the reactants needed to synthesize it. (2) The reactants are: [Cl:1][C:2]1[N:3]=[CH:4][C:5]([CH2:8][OH:9])=[N:6][CH:7]=1.CCN(C(C)C)C(C)C.[CH3:19][S:20](Cl)(=[O:22])=[O:21]. Given the product [CH3:19][S:20]([O:9][CH2:8][C:5]1[CH:4]=[N:3][C:2]([Cl:1])=[CH:7][N:6]=1)(=[O:22])=[O:21], predict the reactants needed to synthesize it. (3) Given the product [Si:1]([O:8][C:9]1[CH:10]=[CH:11][CH:12]=[C:13]2[C:18]=1[N:17]=[C:16]([CH3:19])[CH:15]=[CH:14]2)([C:4]([CH3:7])([CH3:6])[CH3:5])([CH3:2])[CH3:3], predict the reactants needed to synthesize it. The reactants are: [Si:1]([O:8][C:9]1[CH:10]=[CH:11][CH:12]=[C:13]2[C:18]=1[N:17]=[C:16]([C:19](F)(F)F)[CH:15]=[CH:14]2)([C:4]([CH3:7])([CH3:6])[CH3:5])([CH3:3])[CH3:2].BrN1C(=O)CCC1=O. (4) Given the product [CH3:28][O:27][C:25]([C@@H:23]1[CH2:24][C@@H:20]2[CH2:21][N:22]1[C:46](=[O:47])[C@H:41]([C:42]([CH3:45])([CH3:43])[CH3:44])[NH:40][C:38](=[O:39])[O:37][C@@H:35]1[CH2:36][C@H:34]1[CH2:33][CH2:32][CH2:31][C:30]#[C:29][C:10]1[C:11]([O:19]2)=[N:12][C:13]2[CH:14]=[CH:15][CH:16]=[CH:17][C:18]=2[C:9]=1[O:8][CH2:1][C:2]1[CH:7]=[CH:6][CH:5]=[CH:4][CH:3]=1)=[O:26], predict the reactants needed to synthesize it. The reactants are: [CH2:1]([O:8][C:9]1[C:18]2[C:13](=[CH:14][CH:15]=[CH:16][CH:17]=2)[N:12]=[C:11]([O:19][C@@H:20]2[CH2:24][C@@H:23]([C:25]([O:27][CH3:28])=[O:26])[NH2+:22][CH2:21]2)[C:10]=1[C:29]#[C:30][CH2:31][CH2:32][CH2:33][C@@H:34]1[CH2:36][C@H:35]1[O:37][C:38]([NH:40][C@H:41]([C:46](Cl)=[O:47])[C:42]([CH3:45])([CH3:44])[CH3:43])=[O:39])[C:2]1[CH:7]=[CH:6][CH:5]=[CH:4][CH:3]=1.CCN(C(C)C)C(C)C.CN(C(ON1N=NC2C=CC=NC1=2)=[N+](C)C)C.F[P-](F)(F)(F)(F)F.